The task is: Regression. Given a peptide amino acid sequence and an MHC pseudo amino acid sequence, predict their binding affinity value. This is MHC class I binding data.. This data is from Peptide-MHC class I binding affinity with 185,985 pairs from IEDB/IMGT. (1) The MHC is HLA-A26:01 with pseudo-sequence HLA-A26:01. The binding affinity (normalized) is 0.477. The peptide sequence is ESASKSASVY. (2) The peptide sequence is GLKISLCGI. The MHC is HLA-B18:01 with pseudo-sequence HLA-B18:01. The binding affinity (normalized) is 0.0847. (3) The peptide sequence is PELKKPITW. The MHC is HLA-B44:03 with pseudo-sequence HLA-B44:03. The binding affinity (normalized) is 0.117. (4) The peptide sequence is YLQQNWWTL. The MHC is HLA-B40:02 with pseudo-sequence HLA-B40:02. The binding affinity (normalized) is 0.332.